From a dataset of Forward reaction prediction with 1.9M reactions from USPTO patents (1976-2016). Predict the product of the given reaction. Given the reactants Cl[C:2]1[CH:7]=[C:6]([C:8]2[CH:16]=[CH:15][CH:14]=[C:13]3[C:9]=2[CH:10]=[N:11][NH:12]3)[N:5]=[C:4]2[N:17]([CH3:20])[N:18]=[CH:19][C:3]=12.[OH:21][C:22]1[CH:30]=[CH:29][C:25]([C:26]([NH2:28])=[O:27])=[CH:24][CH:23]=1.C(=O)([O-])[O-].[K+].[K+], predict the reaction product. The product is: [NH:12]1[C:13]2[C:9](=[C:8]([C:6]3[N:5]=[C:4]4[N:17]([CH3:20])[N:18]=[CH:19][C:3]4=[C:2]([O:21][C:22]4[CH:30]=[CH:29][C:25]([C:26]([NH2:28])=[O:27])=[CH:24][CH:23]=4)[CH:7]=3)[CH:16]=[CH:15][CH:14]=2)[CH:10]=[N:11]1.